This data is from Forward reaction prediction with 1.9M reactions from USPTO patents (1976-2016). The task is: Predict the product of the given reaction. (1) Given the reactants [S:1]1[C:9]2[CH2:8][CH2:7][NH:6][CH2:5][C:4]=2[CH:3]=[C:2]1[C:10]([OH:12])=[O:11].S(Cl)(Cl)=O.[CH3:17]O, predict the reaction product. The product is: [S:1]1[C:9]2[CH2:8][CH2:7][NH:6][CH2:5][C:4]=2[CH:3]=[C:2]1[C:10]([O:12][CH3:17])=[O:11]. (2) Given the reactants [C:1]([C:3]1([NH:6][C:7]([C@@H:9]2[CH2:13][C@@H:12]([S:14]([C:17]3[CH:22]=[CH:21][C:20](F)=[CH:19][C:18]=3[Cl:24])(=[O:16])=[O:15])[CH2:11][C@H:10]2[C:25]([N:27]2[CH2:31][CH2:30][C:29]([F:33])([F:32])[CH2:28]2)=[O:26])=[O:8])[CH2:5][CH2:4]1)#[N:2].[CH:34]1([N:37]2[CH2:42][CH2:41][NH:40][CH2:39][CH2:38]2)[CH2:36][CH2:35]1, predict the reaction product. The product is: [C:1]([C:3]1([NH:6][C:7]([C@@H:9]2[CH2:13][C@@H:12]([S:14]([C:17]3[CH:22]=[CH:21][C:20]([N:40]4[CH2:41][CH2:42][N:37]([CH:34]5[CH2:36][CH2:35]5)[CH2:38][CH2:39]4)=[CH:19][C:18]=3[Cl:24])(=[O:15])=[O:16])[CH2:11][C@H:10]2[C:25]([N:27]2[CH2:31][CH2:30][C:29]([F:32])([F:33])[CH2:28]2)=[O:26])=[O:8])[CH2:5][CH2:4]1)#[N:2].